This data is from Full USPTO retrosynthesis dataset with 1.9M reactions from patents (1976-2016). The task is: Predict the reactants needed to synthesize the given product. Given the product [C:30]([NH:34][C:35](=[O:56])[CH2:36][N:37]1[C:46](=[O:47])[C:45]2[C:40](=[CH:41][CH:42]=[C:43]([CH:60]=[CH:59][CH2:58][CH2:57][OH:61])[CH:44]=2)[N:39]=[C:38]1[C:49]1[CH:54]=[CH:53][CH:52]=[C:51]([Cl:55])[CH:50]=1)([CH3:33])([CH3:32])[CH3:31], predict the reactants needed to synthesize it. The reactants are: C1(C)C=CC=CC=1P(C1C=CC=CC=1C)C1C=CC=CC=1C.C(N(CC)CC)C.[C:30]([NH:34][C:35](=[O:56])[CH2:36][N:37]1[C:46](=[O:47])[C:45]2[C:40](=[CH:41][CH:42]=[C:43](I)[CH:44]=2)[N:39]=[C:38]1[C:49]1[CH:54]=[CH:53][CH:52]=[C:51]([Cl:55])[CH:50]=1)([CH3:33])([CH3:32])[CH3:31].[CH2:57]([OH:61])[CH2:58][CH:59]=[CH2:60].